Dataset: Forward reaction prediction with 1.9M reactions from USPTO patents (1976-2016). Task: Predict the product of the given reaction. (1) The product is: [F:9][C:10]1[CH:11]=[CH:12][C:13]([C:16]2[N:17]=[CH:18][C:19]3[N:20]([N:22]=[CH:23][C:24]=3[I:1])[CH:21]=2)=[CH:14][CH:15]=1. Given the reactants [I:1]N1C(=O)CCC1=O.[F:9][C:10]1[CH:15]=[CH:14][C:13]([C:16]2[N:17]=[CH:18][C:19]3[N:20]([N:22]=[CH:23][CH:24]=3)[CH:21]=2)=[CH:12][CH:11]=1, predict the reaction product. (2) Given the reactants [CH3:1][O:2][C:3]1[CH:4]=[C:5]2[C:10](=[CH:11][C:12]=1[O:13][CH3:14])[N:9]=[CH:8][N:7]=[C:6]2[O:15][C:16]1[CH:22]=[CH:21][C:19]([NH2:20])=[C:18]([N+:23]([O-:25])=[O:24])[CH:17]=1.ClC(Cl)(O[C:30](=[O:36])OC(Cl)(Cl)Cl)Cl.[CH2:38]([NH2:41])[CH2:39][CH3:40].CO, predict the reaction product. The product is: [CH3:1][O:2][C:3]1[CH:4]=[C:5]2[C:10](=[CH:11][C:12]=1[O:13][CH3:14])[N:9]=[CH:8][N:7]=[C:6]2[O:15][C:16]1[CH:22]=[CH:21][C:19]([NH:20][C:30]([NH:41][CH2:38][CH2:39][CH3:40])=[O:36])=[C:18]([N+:23]([O-:25])=[O:24])[CH:17]=1. (3) Given the reactants [Cl:1][C:2]1[C:3]2[NH:10][CH:9]=[CH:8][C:4]=2[N:5]=[CH:6][N:7]=1.C(=O)([O-])[O-].[K+].[K+].Cl[CH2:18][C:19]1[O:23][C:22]([C:24]([O:26][CH2:27][CH3:28])=[O:25])=[CH:21][CH:20]=1, predict the reaction product. The product is: [Cl:1][C:2]1[C:3]2[N:10]([CH2:18][C:19]3[O:23][C:22]([C:24]([O:26][CH2:27][CH3:28])=[O:25])=[CH:21][CH:20]=3)[CH:9]=[CH:8][C:4]=2[N:5]=[CH:6][N:7]=1. (4) Given the reactants [CH2:1]([N:8]1[C:12]([C:13]2[CH:18]=[CH:17][C:16]([F:19])=[CH:15][C:14]=2[F:20])=[C:11](Br)[N:10]=[C:9]1[CH3:22])[C:2]1[CH:7]=[CH:6][CH:5]=[CH:4][CH:3]=1.[C:23]([N:25]([CH:43]([CH:45]([CH3:47])[CH3:46])[CH3:44])[C:26]1[CH:31]=[C:30](B2OCC(C)(C)CO2)[CH:29]=[CH:28][C:27]=1[N+:40]([O-:42])=[O:41])#[N:24], predict the reaction product. The product is: [CH2:1]([N:8]1[C:12]([C:13]2[CH:18]=[CH:17][C:16]([F:19])=[CH:15][C:14]=2[F:20])=[C:11]([C:30]2[CH:29]=[CH:28][C:27]([N+:40]([O-:42])=[O:41])=[C:26]([N:25]([CH:43]([CH:45]([CH3:47])[CH3:46])[CH3:44])[C:23]#[N:24])[CH:31]=2)[N:10]=[C:9]1[CH3:22])[C:2]1[CH:7]=[CH:6][CH:5]=[CH:4][CH:3]=1.